Dataset: Tyrosyl-DNA phosphodiesterase HTS with 341,365 compounds. Task: Binary Classification. Given a drug SMILES string, predict its activity (active/inactive) in a high-throughput screening assay against a specified biological target. (1) The molecule is O=C(N1CCCc2c1cccc2)C1CCCCC1. The result is 0 (inactive). (2) The compound is S(c1ncc(CN2CC(CCC2)C(=O)c2ccc(C(C)(C)C)cc2)cn1)C. The result is 0 (inactive). (3) The molecule is Clc1cc(NC(=O)NCC(=O)NC)ccc1Cl. The result is 0 (inactive). (4) The result is 0 (inactive). The molecule is Clc1c(nn2c1nccc2)C(=O)N1CCN(CC1)C(=O)c1occc1. (5) The molecule is Clc1c(C(N(CCCOCC)C(=O)CCC(=O)Nc2noc(c2)C)C(=O)NC(C)(C)C)cccc1. The result is 0 (inactive).